From a dataset of Peptide-MHC class I binding affinity with 185,985 pairs from IEDB/IMGT. Regression. Given a peptide amino acid sequence and an MHC pseudo amino acid sequence, predict their binding affinity value. This is MHC class I binding data. The peptide sequence is ATISTSPQS. The MHC is HLA-A02:01 with pseudo-sequence HLA-A02:01. The binding affinity (normalized) is 0.